From a dataset of Forward reaction prediction with 1.9M reactions from USPTO patents (1976-2016). Predict the product of the given reaction. (1) Given the reactants [O:1]1[C:5]2[CH:6]=[CH:7][CH:8]=[CH:9][C:4]=2[CH:3]=[C:2]1[CH:10]=[N:11][S:12]([C:15]1[CH:25]=[CH:24][C:18]2[O:19][CH2:20][CH2:21][CH2:22][O:23][C:17]=2[CH:16]=1)(=[O:14])=[O:13].[Mg].Br[C:28]1[CH:33]=[CH:32][CH:31]=[CH:30][C:29]=1[Cl:34].O1CCCC1, predict the reaction product. The product is: [O:1]1[C:5]2[CH:6]=[CH:7][CH:8]=[CH:9][C:4]=2[CH:3]=[C:2]1[CH:10]([C:28]1[CH:33]=[CH:32][CH:31]=[CH:30][C:29]=1[Cl:34])[NH:11][S:12]([C:15]1[CH:25]=[CH:24][C:18]2[O:19][CH2:20][CH2:21][CH2:22][O:23][C:17]=2[CH:16]=1)(=[O:13])=[O:14]. (2) Given the reactants [F:1][C:2]1[CH:7]=[CH:6][C:5]([CH2:8][NH:9][C:10]([C:12]2[N:13]=[C:14]3[C:20]4([N:23]([CH3:31])[C:24](=[O:30])[C:25]([N:27]([CH3:29])[CH3:28])=[O:26])[CH2:21][CH2:22][C:17]([CH2:32][O:33]S(C5C=CC(C)=CC=5)(=O)=O)([CH2:18][CH2:19]4)[CH2:16][N:15]3[C:44](=[O:47])[C:45]=2[OH:46])=[O:11])=[CH:4][C:3]=1[CH3:48].[C:49](C1C=C(C)C=C(C(C)(C)C)N=1)(C)(C)C.F[B-](F)(F)F.C[O+](C)C.CC1C=CC=CN=1.C(O)(C(F)(F)F)=O, predict the reaction product. The product is: [F:1][C:2]1[CH:7]=[CH:6][C:5]([CH2:8][NH:9][C:10]([C:12]2[N:13]=[C:14]3[C:20]4([N:23]([CH3:31])[C:24](=[O:30])[C:25]([N:27]([CH3:28])[CH3:29])=[O:26])[CH2:19][CH2:18][C:17]([CH2:32][O:33][CH3:49])([CH2:22][CH2:21]4)[CH2:16][N:15]3[C:44](=[O:47])[C:45]=2[OH:46])=[O:11])=[CH:4][C:3]=1[CH3:48]. (3) Given the reactants [Cl:1][C:2]1[CH:3]=[C:4]([CH:8]=[CH:9][C:10]=1[C:11]([O:13][CH3:14])=[O:12])[C:5](O)=[O:6].O.CCOC(C)=O, predict the reaction product. The product is: [Cl:1][C:2]1[CH:3]=[C:4]([CH2:5][OH:6])[CH:8]=[CH:9][C:10]=1[C:11]([O:13][CH3:14])=[O:12]. (4) Given the reactants [C:1]([O:5][C:6]([NH:8][C@H:9]([C:26]([O:28][CH3:29])=[O:27])[CH2:10][C:11]1[CH:16]=[CH:15][C:14]([B:17]2[O:21]C(C)(C)C(C)(C)[O:18]2)=[CH:13][CH:12]=1)=[O:7])([CH3:4])([CH3:3])[CH3:2].I([O-])(=O)(=O)=O.[Na+].C([O-])(=O)C.[NH4+].O, predict the reaction product. The product is: [C:1]([O:5][C:6]([NH:8][C@H:9]([C:26]([O:28][CH3:29])=[O:27])[CH2:10][C:11]1[CH:12]=[CH:13][C:14]([B:17]([OH:21])[OH:18])=[CH:15][CH:16]=1)=[O:7])([CH3:3])([CH3:4])[CH3:2]. (5) Given the reactants [F:1][C:2]1[CH:10]=[C:9]2[C:5]([CH2:6][C:7](=[O:11])[NH:8]2)=[CH:4][CH:3]=1.[Li+].C[Si]([N-][Si](C)(C)C)(C)C.[CH2:22]1[CH2:26][O:25][CH2:24][CH2:23]1.CC1C(=O)OC[C:29]1=[O:30], predict the reaction product. The product is: [F:1][C:2]1[CH:10]=[C:9]2[C:5]([C:6](=[C:24]3[CH:23]=[C:22]([O:30][CH3:29])[CH2:26][O:25]3)[C:7](=[O:11])[NH:8]2)=[CH:4][CH:3]=1. (6) Given the reactants [N:1]([O-])=O.[Na+].[Cl:5][C:6]1[C:11]([CH3:12])=[C:10]([NH2:13])[C:9]([O:14][CH3:15])=[CH:8][N:7]=1, predict the reaction product. The product is: [Cl:5][C:6]1[C:11]2[CH:12]=[N:1][NH:13][C:10]=2[C:9]([O:14][CH3:15])=[CH:8][N:7]=1. (7) Given the reactants Cl[C:2]1[CH:8]=[CH:7][C:5]([NH2:6])=[CH:4][CH:3]=1.[Cl:9][C:10]1[C:15](Cl)=[CH:14][CH:13]=[CH:12][N:11]=1.C1C=CC(P(C2C=CC=CC=2)C2C=CC=CC=2)=CC=1.CC([O-])(C)C.[Na+], predict the reaction product. The product is: [Cl:9][C:10]1[CH:15]=[CH:14][C:13]2[C:7]3[C:5](=[CH:4][CH:3]=[CH:2][CH:8]=3)[NH:6][C:12]=2[N:11]=1. (8) Given the reactants [Cl:1][C:2]1[CH:37]=[CH:36][C:5]([CH2:6][CH2:7][NH:8][C:9]([C:11]2[CH:35]=[CH:34][C:14]([O:15][C:16]3[CH:25]=[C:24]4[C:19]([CH:20]([C:28]([O:30]C)=[O:29])[CH2:21][C:22]([CH3:27])([CH3:26])[O:23]4)=[CH:18][C:17]=3[C:32]#[N:33])=[CH:13][CH:12]=2)=[O:10])=[CH:4][CH:3]=1.[OH-].[Na+].O.CO, predict the reaction product. The product is: [Cl:1][C:2]1[CH:3]=[CH:4][C:5]([CH2:6][CH2:7][NH:8][C:9]([C:11]2[CH:12]=[CH:13][C:14]([O:15][C:16]3[CH:25]=[C:24]4[C:19]([CH:20]([C:28]([OH:30])=[O:29])[CH2:21][C:22]([CH3:26])([CH3:27])[O:23]4)=[CH:18][C:17]=3[C:32]#[N:33])=[CH:34][CH:35]=2)=[O:10])=[CH:36][CH:37]=1. (9) Given the reactants [S:1]1[CH:5]=[CH:4][CH:3]=[C:2]1[C:6](Cl)=[O:7].[CH3:9][N:10]1[C:19]2[C:14](=[CH:15][C:16]([CH3:20])=[CH:17][CH:18]=2)[C:13]([N:21]2[CH2:26][CH2:25][NH:24][CH2:23][CH2:22]2)=[C:12]([C:27]#[N:28])[C:11]1=[O:29], predict the reaction product. The product is: [CH3:9][N:10]1[C:19]2[C:14](=[CH:15][C:16]([CH3:20])=[CH:17][CH:18]=2)[C:13]([N:21]2[CH2:26][CH2:25][N:24]([C:6]([C:2]3[S:1][CH:5]=[CH:4][CH:3]=3)=[O:7])[CH2:23][CH2:22]2)=[C:12]([C:27]#[N:28])[C:11]1=[O:29].